Dataset: Catalyst prediction with 721,799 reactions and 888 catalyst types from USPTO. Task: Predict which catalyst facilitates the given reaction. Reactant: [CH2:1]([O:8][C:9]1[CH:14]=[CH:13][C:12]([CH2:15][CH2:16]C(N)=O)=[C:11]([O:20][CH2:21][O:22][CH3:23])[CH:10]=1)[C:2]1[CH:7]=[CH:6][CH:5]=[CH:4][CH:3]=1.Br[N:25]1C(=O)CCC1=O.[OH-].[K+]. Product: [CH2:1]([O:8][C:9]1[CH:14]=[CH:13][C:12]([CH2:15][CH2:16][NH2:25])=[C:11]([O:20][CH2:21][O:22][CH3:23])[CH:10]=1)[C:2]1[CH:7]=[CH:6][CH:5]=[CH:4][CH:3]=1. The catalyst class is: 645.